From a dataset of hERG potassium channel inhibition data for cardiac toxicity prediction from Karim et al.. Regression/Classification. Given a drug SMILES string, predict its toxicity properties. Task type varies by dataset: regression for continuous values (e.g., LD50, hERG inhibition percentage) or binary classification for toxic/non-toxic outcomes (e.g., AMES mutagenicity, cardiotoxicity, hepatotoxicity). Dataset: herg_karim. (1) The molecule is CCCOC(c1ccc(Cl)c(Cl)c1)C1CNC1. The result is 1 (blocker). (2) The molecule is COc1ccc([C@H]2CN(CCCN3CCCC3=O)C[C@@H]2CC(=O)Nc2cccc(Cl)c2)cc1. The result is 1 (blocker). (3) The drug is N#Cc1ccc(CCN2CCN(C(=O)Cc3ccc(-n4cnnn4)cc3)CC2)cc1. The result is 1 (blocker). (4) The drug is CC(C)[C@H](Oc1ccc(CNC(=O)[C@@H]2CCCN2C(=O)C[C@H](N)Cc2cc(F)ccc2F)cc1)C(=O)O.O=C(O)C(F)(F)F. The result is 0 (non-blocker). (5) The compound is O=C(COc1c(C(=O)NCc2ccccc2)ccc2ccccc12)Nc1ccccc1N1CCCC1=O. The result is 0 (non-blocker). (6) The drug is COCCCc1cc(CCCNS(C)(=O)=O)c(Cl)c(CN(C(=O)[C@H]2CNCC[C@@]23OCc2cc(F)c(F)cc23)C2CC2)c1. The result is 0 (non-blocker).